This data is from Full USPTO retrosynthesis dataset with 1.9M reactions from patents (1976-2016). The task is: Predict the reactants needed to synthesize the given product. Given the product [CH2:1]([O:3][C:4]([C:6]1[CH:7]=[N:8][N:9]([C:11]2[N:15]([CH2:16][O:17][CH2:18][CH2:19][O:20][CH3:21])[C:14]3[CH:22]=[C:23]([Cl:27])[C:24]([NH:26][CH2:48][CH2:49][N:50]4[CH2:55][CH2:54][O:53][CH2:52][CH2:51]4)=[CH:25][C:13]=3[N:12]=2)[CH:10]=1)=[O:5])[CH3:2], predict the reactants needed to synthesize it. The reactants are: [CH2:1]([O:3][C:4]([C:6]1[CH:7]=[N:8][N:9]([C:11]2[N:15]([CH2:16][O:17][CH2:18][CH2:19][O:20][CH3:21])[C:14]3[CH:22]=[C:23]([Cl:27])[C:24]([NH2:26])=[CH:25][C:13]=3[N:12]=2)[CH:10]=1)=[O:5])[CH3:2].NC1C(Cl)=CC2NC(N3C=C(C(O)=O)C=N3)=NC=2C=1.O[CH:48](S([O-])(=O)=O)[CH2:49][N:50]1[CH2:55][CH2:54][O:53][CH2:52][CH2:51]1.[Na+].C(N(CC)CC)C.C(O[BH-](OC(=O)C)OC(=O)C)(=O)C.[Na+].